Predict the product of the given reaction. From a dataset of Forward reaction prediction with 1.9M reactions from USPTO patents (1976-2016). (1) Given the reactants [C:1](OC(=O)C)(=[O:3])[CH3:2].[CH2:8]([O:15][C:16]([N:18]1[CH2:23][CH2:22][N:21]([C@H:24]([CH2:36][OH:37])[CH2:25][CH2:26][N:27]2[CH2:34][CH2:33][C:30]3([CH2:32][CH2:31]3)[C@H:29]([OH:35])[CH2:28]2)[C:20](=[O:38])[C@@H:19]1[CH3:39])=[O:17])[C:9]1[CH:14]=[CH:13][CH:12]=[CH:11][CH:10]=1.N1C=CC=CC=1.C(NCC)C, predict the reaction product. The product is: [CH2:8]([O:15][C:16]([N:18]1[CH2:23][CH2:22][N:21]([C@H:24]([CH2:36][O:37][C:1](=[O:3])[CH3:2])[CH2:25][CH2:26][N:27]2[CH2:34][CH2:33][C:30]3([CH2:32][CH2:31]3)[C@H:29]([OH:35])[CH2:28]2)[C:20](=[O:38])[C@@H:19]1[CH3:39])=[O:17])[C:9]1[CH:10]=[CH:11][CH:12]=[CH:13][CH:14]=1. (2) Given the reactants C([CH2:8][NH:9][CH2:10][CH2:11][C:12]1[CH:17]=[CH:16][C:15]([CH2:18][CH2:19][CH2:20][N:21]2[CH2:25][CH2:24][C@@H:23]([C:26]([C:36]3[CH:41]=[CH:40][CH:39]=[CH:38][CH:37]=3)([C:30]3[CH:35]=[CH:34][CH:33]=[CH:32][CH:31]=3)[C:27]([NH2:29])=[O:28])[CH2:22]2)=[CH:14][CH:13]=1)C1C=CC=CC=1, predict the reaction product. The product is: [CH3:8][NH:9][CH2:10][CH2:11][C:12]1[CH:13]=[CH:14][C:15]([CH2:18][CH2:19][CH2:20][N:21]2[CH2:25][CH2:24][C@@H:23]([C:26]([C:30]3[CH:31]=[CH:32][CH:33]=[CH:34][CH:35]=3)([C:36]3[CH:37]=[CH:38][CH:39]=[CH:40][CH:41]=3)[C:27]([NH2:29])=[O:28])[CH2:22]2)=[CH:16][CH:17]=1.